Dataset: NCI-60 drug combinations with 297,098 pairs across 59 cell lines. Task: Regression. Given two drug SMILES strings and cell line genomic features, predict the synergy score measuring deviation from expected non-interaction effect. Drug 1: C1=C(C(=O)NC(=O)N1)N(CCCl)CCCl. Drug 2: CN(CCCl)CCCl.Cl. Cell line: U251. Synergy scores: CSS=31.3, Synergy_ZIP=-13.8, Synergy_Bliss=-7.01, Synergy_Loewe=-6.32, Synergy_HSA=-4.37.